This data is from Reaction yield outcomes from USPTO patents with 853,638 reactions. The task is: Predict the reaction yield, written as a fraction of the theoretical maximum amount of product (1.0 means a 100% yield; for example, 0.34 means a 34% yield). (1) The reactants are Cl.[Br:2][C:3]1[CH:8]=[CH:7][C:6]([CH2:9][NH2:10])=[CH:5][CH:4]=1.C[O-].[Na+].[CH2:14]([O:16][CH:17]([O:22][CH2:23][CH3:24])[C:18](=[NH:21])OC)[CH3:15]. The catalyst is CO. The product is [Br:2][C:3]1[CH:8]=[CH:7][C:6]([CH2:9][NH:10][C:18](=[NH:21])[CH:17]([O:22][CH2:23][CH3:24])[O:16][CH2:14][CH3:15])=[CH:5][CH:4]=1. The yield is 0.620. (2) The reactants are [CH2:1]([O:8][C@H:9]1[C@H:15]([O:16][CH2:17][C:18]2[CH:23]=[CH:22][CH:21]=[CH:20][CH:19]=2)[C@@H:14]([O:24][CH2:25][C:26]2[CH:31]=[CH:30][CH:29]=[CH:28][CH:27]=2)[C@:13]2([C:33]3[CH:38]=[CH:37][C:36]([Cl:39])=[C:35]([CH2:40][C:41]4[CH:46]=[CH:45][C:44]([O:47][CH2:48][CH3:49])=[CH:43][CH:42]=4)[CH:34]=3)[O:32][C@@:10]1([CH:50]([OH:52])[CH3:51])[CH2:11][O:12]2)[C:2]1[CH:7]=[CH:6][CH:5]=[CH:4][CH:3]=1.Cl[C:54]([O:56][CH2:57][CH3:58])=[O:55].C(N(CC)CC)C. The catalyst is ClCCl. The product is [C:54](=[O:55])([O:52][CH:50]([C@:10]12[O:32][C@:13]([C:33]3[CH:38]=[CH:37][C:36]([Cl:39])=[C:35]([CH2:40][C:41]4[CH:42]=[CH:43][C:44]([O:47][CH2:48][CH3:49])=[CH:45][CH:46]=4)[CH:34]=3)([O:12][CH2:11]1)[C@H:14]([O:24][CH2:25][C:26]1[CH:31]=[CH:30][CH:29]=[CH:28][CH:27]=1)[C@@H:15]([O:16][CH2:17][C:18]1[CH:19]=[CH:20][CH:21]=[CH:22][CH:23]=1)[C@@H:9]2[O:8][CH2:1][C:2]1[CH:7]=[CH:6][CH:5]=[CH:4][CH:3]=1)[CH3:51])[O:56][CH2:57][CH3:58]. The yield is 0.335. (3) The reactants are C([O:8][CH2:9][C@@H:10]([CH3:28])[O:11][C:12]1[CH:13]=[C:14]([N:18]2[C:22]([NH2:23])=[CH:21][C:20]([C:24]([CH3:27])([CH3:26])[CH3:25])=[N:19]2)[CH:15]=[CH:16][CH:17]=1)C1C=CC=CC=1.O.C([O-])=O.[NH4+]. The catalyst is C(O)C.[Pd]. The product is [NH2:23][C:22]1[N:18]([C:14]2[CH:13]=[C:12]([CH:17]=[CH:16][CH:15]=2)[O:11][C@H:10]([CH3:28])[CH2:9][OH:8])[N:19]=[C:20]([C:24]([CH3:25])([CH3:27])[CH3:26])[CH:21]=1. The yield is 0.790. (4) The reactants are [Br:1][C:2]1[CH:3]=[C:4]([C:14]([O:16][CH2:17][CH3:18])=[O:15])[C:5]2[CH:10]=[N:9][N:8]([CH:11]([CH3:13])[CH3:12])[C:6]=2[N:7]=1.[Br:19]Br. The catalyst is C(O)(=O)C. The product is [Br:19][C:10]1[C:5]2[C:4]([C:14]([O:16][CH2:17][CH3:18])=[O:15])=[CH:3][C:2]([Br:1])=[N:7][C:6]=2[N:8]([CH:11]([CH3:13])[CH3:12])[N:9]=1. The yield is 0.480.